From a dataset of Full USPTO retrosynthesis dataset with 1.9M reactions from patents (1976-2016). Predict the reactants needed to synthesize the given product. (1) Given the product [OH:8][CH:9]([CH3:46])[CH2:10][S:11]([NH:14][C:15]1[CH:16]=[C:17]([C@H:21]([N:29]([CH3:45])[C:30](=[O:44])[CH:31]([C:32]2[CH:37]=[CH:36][CH:35]=[CH:34][CH:33]=2)[C:38]2[CH:39]=[CH:40][CH:41]=[CH:42][CH:43]=2)[CH2:22][N:23]2[CH2:27][CH2:26][C@@H:25]([OH:28])[CH2:24]2)[CH:18]=[CH:19][CH:20]=1)(=[O:12])=[O:13], predict the reactants needed to synthesize it. The reactants are: [Si]([O:8][CH:9]([CH3:46])[CH2:10][S:11]([NH:14][C:15]1[CH:16]=[C:17]([C@H:21]([N:29]([CH3:45])[C:30](=[O:44])[CH:31]([C:38]2[CH:43]=[CH:42][CH:41]=[CH:40][CH:39]=2)[C:32]2[CH:37]=[CH:36][CH:35]=[CH:34][CH:33]=2)[CH2:22][N:23]2[CH2:27][CH2:26][C@@H:25]([OH:28])[CH2:24]2)[CH:18]=[CH:19][CH:20]=1)(=[O:13])=[O:12])(C(C)(C)C)(C)C.[F-].C([N+](CCCC)(CCCC)CCCC)CCC. (2) Given the product [CH:39]([O:38][C:10]1[C:9]([S:6]([NH2:5])(=[O:7])=[O:8])=[CH:14][C:13]([C:15]2[N:20]=[C:19]([NH:21][CH2:22][C:23]3[CH:28]=[CH:27][CH:26]=[CH:25][N:24]=3)[C:18]3=[C:29]([C:32]4[CH:37]=[CH:36][CH:35]=[CH:34][CH:33]=4)[CH:30]=[CH:31][N:17]3[N:16]=2)=[CH:12][N:11]=1)([CH3:41])[CH3:40], predict the reactants needed to synthesize it. The reactants are: C([NH:5][S:6]([C:9]1[C:10]([O:38][CH:39]([CH3:41])[CH3:40])=[N:11][CH:12]=[C:13]([C:15]2[N:20]=[C:19]([NH:21][CH2:22][C:23]3[CH:28]=[CH:27][CH:26]=[CH:25][N:24]=3)[C:18]3=[C:29]([C:32]4[CH:37]=[CH:36][CH:35]=[CH:34][CH:33]=4)[CH:30]=[CH:31][N:17]3[N:16]=2)[CH:14]=1)(=[O:8])=[O:7])(C)(C)C. (3) Given the product [O:18]1[CH2:19][CH2:20][C@:15]2([C:4]3[C:5](=[N:6][CH:7]=[CH:2][CH:3]=3)[O:8][C:9]3[C:14]2=[CH:13][C:12]([NH2:22])=[CH:11][CH:10]=3)[N:16]=[C:17]1[NH2:21], predict the reactants needed to synthesize it. The reactants are: Br[C:2]1[CH:3]=[C:4]2[C@:15]3([CH2:20][CH2:19][O:18][C:17]([NH2:21])=[N:16]3)[C:14]3[C:9](=[CH:10][CH:11]=[C:12]([NH2:22])[CH:13]=3)[O:8][C:5]2=[N:6][CH:7]=1. (4) Given the product [C:12]([C:9]1[N:10]=[CH:11][C:6]([S:1]([Cl:4])(=[O:2])=[O:15])=[CH:7][CH:8]=1)(=[O:22])[NH2:13], predict the reactants needed to synthesize it. The reactants are: [S:1]([Cl:4])(Cl)=[O:2].N[C:6]1[CH:7]=[CH:8][C:9]([C:12]#[N:13])=[N:10][CH:11]=1.N([O-])=[O:15].[Na+].S(Cl)(Cl)=O.[OH2:22]. (5) Given the product [CH2:1]([N:3]([C@H:26]1[CH2:27][CH2:28][C@H:29]([N:32]([CH2:35][CH2:36][O:37][CH3:38])[CH3:33])[CH2:30][CH2:31]1)[C:4]1[C:5]([CH3:25])=[C:6]([C:21]([O:23][CH3:24])=[O:22])[CH:7]=[C:8]([C:10]2[CH:11]=[CH:12][C:13]([O:16][CH2:17][CH2:18][O:19][CH3:20])=[CH:14][CH:15]=2)[CH:9]=1)[CH3:2], predict the reactants needed to synthesize it. The reactants are: [CH2:1]([N:3]([C@H:26]1[CH2:31][CH2:30][C@H:29]([NH:32][CH3:33])[CH2:28][CH2:27]1)[C:4]1[C:5]([CH3:25])=[C:6]([C:21]([O:23][CH3:24])=[O:22])[CH:7]=[C:8]([C:10]2[CH:15]=[CH:14][C:13]([O:16][CH2:17][CH2:18][O:19][CH3:20])=[CH:12][CH:11]=2)[CH:9]=1)[CH3:2].Br[CH2:35][CH2:36][O:37][CH3:38].C([O-])([O-])=O.[K+].[K+]. (6) The reactants are: C(OC([N:11]1[CH2:16][CH2:15][CH:14]([CH2:17][N:18]([C:22]([O:24][C:25]([CH3:28])([CH3:27])[CH3:26])=[O:23])[CH:19]2[CH2:21][CH2:20]2)[CH2:13][CH2:12]1)=O)C1C=CC=CC=1. Given the product [C:25]([O:24][C:22](=[O:23])[N:18]([CH:19]1[CH2:20][CH2:21]1)[CH2:17][CH:14]1[CH2:13][CH2:12][NH:11][CH2:16][CH2:15]1)([CH3:28])([CH3:26])[CH3:27], predict the reactants needed to synthesize it.